Dataset: Full USPTO retrosynthesis dataset with 1.9M reactions from patents (1976-2016). Task: Predict the reactants needed to synthesize the given product. (1) Given the product [F:1][C:2]1[CH:7]=[N:6][C:5]([C@@H:8]([NH:10][C:11](=[O:13])[CH3:12])[CH3:9])=[N:4][CH:3]=1, predict the reactants needed to synthesize it. The reactants are: [F:1][C:2]1[CH:3]=[N:4][C:5]([C:8]([NH:10][C:11](=[O:13])[CH3:12])=[CH2:9])=[N:6][CH:7]=1. (2) Given the product [CH2:31]([NH:1][C:2]1[C:6]2[C:7]([CH3:23])=[N:8][C:9]([NH:11][C:12]([NH:14][C@@H:15]([C:17]3[CH:22]=[CH:21][CH:20]=[CH:19][CH:18]=3)[CH3:16])=[O:13])=[CH:10][C:5]=2[NH:4][N:3]=1)[CH3:32], predict the reactants needed to synthesize it. The reactants are: [NH2:1][C:2]1[C:6]2[C:7]([CH3:23])=[N:8][C:9]([NH:11][C:12]([NH:14][C@@H:15]([C:17]3[CH:22]=[CH:21][CH:20]=[CH:19][CH:18]=3)[CH3:16])=[O:13])=[CH:10][C:5]=2[NH:4][N:3]=1.S([O-])([O-])(=O)=O.[Mg+2].F[C:31](F)(F)[C:32](O)=O.C([BH3-])#N.[Na+]. (3) Given the product [O:14]=[C:2]([C:3]([O:5][CH2:6][CH3:7])=[O:4])[C:1]([O:9][CH2:10][CH3:11])=[O:8], predict the reactants needed to synthesize it. The reactants are: [C:1]([O:9][CH2:10][CH3:11])(=[O:8])[CH2:2][C:3]([O:5][CH2:6][CH3:7])=[O:4].C(O)(=[O:14])C.Cl([O-])=O.[Na+]. (4) Given the product [C:5]([C:4]1[CH:3]=[C:2]([NH:1][CH:13]([C:15]2[CH:16]=[C:17]([C:32]([N:34]([CH3:36])[CH3:35])=[O:33])[CH:18]=[C:19]3[C:24]=2[O:23][C:22]([N:25]2[CH2:30][CH2:29][O:28][CH2:27][CH2:26]2)=[CH:21][C:20]3=[O:31])[CH3:14])[CH:9]=[C:8]([F:10])[CH:7]=1)#[N:6], predict the reactants needed to synthesize it. The reactants are: [NH2:1][C:2]1[CH:3]=[C:4]([CH:7]=[C:8]([F:10])[CH:9]=1)[C:5]#[N:6].Br.Br[CH:13]([C:15]1[CH:16]=[C:17]([C:32]([N:34]([CH3:36])[CH3:35])=[O:33])[CH:18]=[C:19]2[C:24]=1[O:23][C:22]([N:25]1[CH2:30][CH2:29][O:28][CH2:27][CH2:26]1)=[CH:21][C:20]2=[O:31])[CH3:14]. (5) Given the product [C:22]([O:25][C:26]([N:13]1[CH2:12][CH2:11][C:8]2[NH:9][C:10]3[C:2]([I:1])=[CH:3][CH:4]=[CH:5][C:6]=3[C:7]=2[CH2:14]1)=[O:27])([CH3:24])([CH3:23])[CH3:21], predict the reactants needed to synthesize it. The reactants are: [I:1][C:2]1[C:10]2[NH:9][C:8]3[CH2:11][CH2:12][NH:13][CH2:14][C:7]=3[C:6]=2[CH:5]=[CH:4][CH:3]=1.C([O-])([O-])=O.[Na+].[Na+].[CH3:21][C:22]([O:25][C:26](O[C:26]([O:25][C:22]([CH3:24])([CH3:23])[CH3:21])=[O:27])=[O:27])([CH3:24])[CH3:23].CCOC(C)=O. (6) Given the product [I:19][C:14]1[CH:13]=[C:12]([C:9]2[N:8]=[CH:7][C:6]([C:4]3[CH:3]=[N:2][NH:1][CH:5]=3)=[CH:11][N:10]=2)[CH:17]=[CH:16][CH:15]=1, predict the reactants needed to synthesize it. The reactants are: [NH:1]1[CH:5]=[C:4]([C:6]2[CH:7]=[N:8][C:9]([C:12]3[CH:13]=[C:14](N)[CH:15]=[CH:16][CH:17]=3)=[N:10][CH:11]=2)[CH:3]=[N:2]1.[I:19]CI.N(OCCC(C)C)=O. (7) The reactants are: Cl.[F:2][C:3]1([F:8])[CH2:7][CH2:6][NH:5][CH2:4]1.[OH-].[Na+].CS(O[CH2:16][CH2:17][CH2:18][NH:19][C:20](=[C:33]([C:36]#[N:37])[C:34]#[N:35])[N:21]1[CH2:26][CH2:25][CH:24]([N:27]2[CH2:32][CH2:31][CH2:30][CH2:29][CH2:28]2)[CH2:23][CH2:22]1)(=O)=O.C(=O)([O-])[O-].[K+].[K+].[I-].[Na+]. Given the product [F:2][C:3]1([F:8])[CH2:7][CH2:6][N:5]([CH2:16][CH2:17][CH2:18][NH:19][C:20](=[C:33]([C:34]#[N:35])[C:36]#[N:37])[N:21]2[CH2:26][CH2:25][CH:24]([N:27]3[CH2:32][CH2:31][CH2:30][CH2:29][CH2:28]3)[CH2:23][CH2:22]2)[CH2:4]1, predict the reactants needed to synthesize it. (8) Given the product [F:30][C:27]([F:28])([F:29])[C:19]1[CH:18]=[C:17]([CH:22]=[C:21]([C:23]([F:25])([F:26])[F:24])[CH:20]=1)[CH2:16][N:15]([CH:11]1[CH2:12][CH2:13][CH2:14][NH:8][C:9]2[CH:37]=[C:36]([C:38]([F:39])([F:40])[F:41])[C:35]([CH3:42])=[CH:34][C:10]1=2)[C:31](=[O:33])[CH3:32], predict the reactants needed to synthesize it. The reactants are: C(OC([N:8]1[CH2:14][CH2:13][CH2:12][C@H:11]([N:15]([C:31](=[O:33])[CH3:32])[CH2:16][C:17]2[CH:22]=[C:21]([C:23]([F:26])([F:25])[F:24])[CH:20]=[C:19]([C:27]([F:30])([F:29])[F:28])[CH:18]=2)[C:10]2[CH:34]=[C:35]([CH3:42])[C:36]([C:38]([F:41])([F:40])[F:39])=[CH:37][C:9]1=2)=O)(C)(C)C.C(O)(C(F)(F)F)=O.C(Cl)Cl. (9) Given the product [Cl:10][CH2:11][CH2:12][N:1]1[C:9]2[C:4](=[CH:5][CH:6]=[CH:7][CH:8]=2)[CH2:3][CH2:2]1, predict the reactants needed to synthesize it. The reactants are: [NH:1]1[C:9]2[C:4](=[CH:5][CH:6]=[CH:7][CH:8]=2)[CH2:3][CH2:2]1.[Cl:10][CH2:11][CH2:12]Br.C(#N)C. (10) Given the product [CH2:7]([O:9][C:10]1[CH:15]=[CH:14][CH:13]=[CH:12][C:11]=1[C:2]1[S:3][CH:4]=[CH:5][CH:6]=1)[CH3:8], predict the reactants needed to synthesize it. The reactants are: I[C:2]1[S:3][CH:4]=[CH:5][CH:6]=1.[CH2:7]([O:9][C:10]1[CH:15]=[CH:14][CH:13]=[CH:12][C:11]=1B(O)O)[CH3:8].